From a dataset of Reaction yield outcomes from USPTO patents with 853,638 reactions. Predict the reaction yield, written as a fraction of the theoretical maximum amount of product (1.0 means a 100% yield; for example, 0.34 means a 34% yield). (1) The reactants are [OH:1][C:2]1[CH:10]=[CH:9][C:5]([C:6]([O-:8])=[O:7])=[CH:4][CH:3]=1.Cl.C(N=C=NCCCN(C)C)C.[C:23](O)([CH3:26])([CH3:25])[CH3:24]. The catalyst is CN(C)C1C=CN=CC=1. The product is [OH:1][C:2]1[CH:10]=[CH:9][C:5]([C:6]([O:8][C:23]([CH3:26])([CH3:25])[CH3:24])=[O:7])=[CH:4][CH:3]=1. The yield is 0.390. (2) The reactants are Cl[C:2]1[CH:7]=[C:6]([O:8][C:9]2[CH:10]=[N:11][C:12]([N+:15]([O-:17])=[O:16])=[CH:13][CH:14]=2)[CH:5]=[CH:4][N:3]=1.C([O-])([O-])=O.[Cs+].[Cs+].CC(C1C=C(C(C)C)C(C2C=CC=CC=2P(C2CCCCC2)C2CCCCC2)=C(C(C)C)C=1)C.[C:58]([NH2:63])(=[O:62])[CH:59]([CH3:61])[CH3:60]. The catalyst is O1CCOCC1.C1C=CC(/C=C/C(/C=C/C2C=CC=CC=2)=O)=CC=1.C1C=CC(/C=C/C(/C=C/C2C=CC=CC=2)=O)=CC=1.C1C=CC(/C=C/C(/C=C/C2C=CC=CC=2)=O)=CC=1.[Pd].[Pd]. The product is [N+:15]([C:12]1[N:11]=[CH:10][C:9]([O:8][C:6]2[CH:5]=[CH:4][N:3]=[C:2]([NH:63][C:58](=[O:62])[CH:59]([CH3:61])[CH3:60])[CH:7]=2)=[CH:14][CH:13]=1)([O-:17])=[O:16]. The yield is 0.450. (3) The reactants are [CH3:1][Si:2]([CH3:33])([CH3:32])[CH2:3][CH2:4][O:5][CH2:6][N:7]1[C:11]2[N:12]=[CH:13][N:14]=[C:15]([C:16]3[CH:17]=[N:18][N:19]([CH:21]([CH2:27][C:28]([O:30]C)=[O:29])[CH2:22][C:23]([O:25]C)=[O:24])[CH:20]=3)[C:10]=2[CH:9]=[CH:8]1.CO.O.[OH-].[Li+]. The catalyst is O. The product is [CH3:33][Si:2]([CH3:1])([CH3:32])[CH2:3][CH2:4][O:5][CH2:6][N:7]1[C:11]2[N:12]=[CH:13][N:14]=[C:15]([C:16]3[CH:17]=[N:18][N:19]([CH:21]([CH2:27][C:28]([OH:30])=[O:29])[CH2:22][C:23]([OH:25])=[O:24])[CH:20]=3)[C:10]=2[CH:9]=[CH:8]1. The yield is 0.800. (4) The reactants are N[CH2:2][CH2:3][CH2:4][C:5]1([C:22]2[CH:27]=[CH:26][CH:25]=[CH:24][CH:23]=2)[N:9]([C:10](=[O:14])[CH:11]([CH3:13])[CH3:12])[N:8]=[C:7]([C:15]2[CH:20]=[CH:19][CH:18]=[C:17]([F:21])[CH:16]=2)[S:6]1.[CH2:28]=O.[C:30]([BH3-])#[N:31].[Na+]. The catalyst is CO.[Na+].[Cl-]. The product is [CH3:28][N:31]([CH3:30])[CH2:2][CH2:3][CH2:4][C:5]1([C:22]2[CH:27]=[CH:26][CH:25]=[CH:24][CH:23]=2)[N:9]([C:10](=[O:14])[CH:11]([CH3:13])[CH3:12])[N:8]=[C:7]([C:15]2[CH:20]=[CH:19][CH:18]=[C:17]([F:21])[CH:16]=2)[S:6]1. The yield is 0.300. (5) The reactants are [OH:1][C@H:2]1[CH2:6][CH2:5][N:4]([C:7]([O:9][C:10]([CH3:13])([CH3:12])[CH3:11])=[O:8])[CH2:3]1.[H-].[Na+].Cl[C:17]1[C:26]2[C:21](=[CH:22][CH:23]=[C:24]([Cl:27])[CH:25]=2)[CH:20]=[C:19]([C:28]#[N:29])[N:18]=1. The catalyst is C1COCC1. The product is [Cl:27][C:24]1[CH:25]=[C:26]2[C:21]([CH:20]=[C:19]([C:28]#[N:29])[N:18]=[C:17]2[O:1][C@H:2]2[CH2:6][CH2:5][N:4]([C:7]([O:9][C:10]([CH3:13])([CH3:12])[CH3:11])=[O:8])[CH2:3]2)=[CH:22][CH:23]=1. The yield is 0.590. (6) The reactants are [C:1]([O:5][C:6]([N:8]1[CH2:12][CH:11]([OH:13])[CH2:10][CH:9]1[C:14](=[O:26])[NH:15][C:16]1([C:21]([O:23][CH2:24][CH3:25])=[O:22])[CH2:18][CH:17]1[CH:19]=[CH2:20])=[O:7])([CH3:4])([CH3:3])[CH3:2].[N+:27]([C:30]1[CH:38]=[CH:37][C:33]([C:34](O)=[O:35])=[CH:32][CH:31]=1)([O-:29])=[O:28].C1C=CC(P(C2C=CC=CC=2)C2C=CC=CC=2)=CC=1. The catalyst is C1COCC1. The product is [C:1]([O:5][C:6]([N:8]1[CH2:12][CH:11]([O:13][C:34](=[O:35])[C:33]2[CH:32]=[CH:31][C:30]([N+:27]([O-:29])=[O:28])=[CH:38][CH:37]=2)[CH2:10][CH:9]1[C:14](=[O:26])[NH:15][C:16]1([C:21]([O:23][CH2:24][CH3:25])=[O:22])[CH2:18][CH:17]1[CH:19]=[CH2:20])=[O:7])([CH3:4])([CH3:2])[CH3:3]. The yield is 0.720.